This data is from Forward reaction prediction with 1.9M reactions from USPTO patents (1976-2016). The task is: Predict the product of the given reaction. (1) Given the reactants Cl[C:2]1[N:7]=[CH:6][N:5]=[C:4]([NH:8][C:9]2[CH:14]=[CH:13][C:12]([N:15]3[CH2:20][CH2:19][N:18]([CH:21]4[CH2:24][O:23][CH2:22]4)[CH2:17][CH2:16]3)=[C:11]([O:25][CH3:26])[CH:10]=2)[N:3]=1.[F:27][C@H:28]1[C@@H:33]([O:34][C:35]2[CH:42]=[CH:41][C:40](B3OC(C)(C)C(C)(C)O3)=[CH:39][C:36]=2[C:37]#[N:38])[CH2:32][CH2:31][N:30]([C:52](=[O:55])[CH2:53][OH:54])[CH2:29]1.C(=O)([O-])[O-].[Na+].[Na+], predict the reaction product. The product is: [F:27][C@H:28]1[C@@H:33]([O:34][C:35]2[CH:42]=[CH:41][C:40]([C:2]3[N:3]=[C:4]([NH:8][C:9]4[CH:14]=[CH:13][C:12]([N:15]5[CH2:20][CH2:19][N:18]([CH:21]6[CH2:24][O:23][CH2:22]6)[CH2:17][CH2:16]5)=[C:11]([O:25][CH3:26])[CH:10]=4)[N:5]=[CH:6][N:7]=3)=[CH:39][C:36]=2[C:37]#[N:38])[CH2:32][CH2:31][N:30]([C:52](=[O:55])[CH2:53][OH:54])[CH2:29]1. (2) Given the reactants [N+:1]([C:4]1[CH:9]=[CH:8][CH:7]=[CH:6][C:5]=1[C:10]1[O:14][C:13]([C:15]2[CH:22]=[CH:21][C:18]([CH:19]=[O:20])=[CH:17][CH:16]=2)=[N:12][N:11]=1)([O-:3])=[O:2].P([O-])(O)(O)=[O:24].[Na+].CC(=CC)C.Cl([O-])=O.[Na+].S([O-])([O-])=O.[Na+].[Na+].Cl, predict the reaction product. The product is: [N+:1]([C:4]1[CH:9]=[CH:8][CH:7]=[CH:6][C:5]=1[C:10]1[O:14][C:13]([C:15]2[CH:16]=[CH:17][C:18]([C:19]([OH:24])=[O:20])=[CH:21][CH:22]=2)=[N:12][N:11]=1)([O-:3])=[O:2]. (3) Given the reactants [CH2:1]([C@@H:8]1[C@@H:16]([OH:17])[C@H:15]([CH3:18])[O:14][C:13](=[O:19])[C@@H:12]([NH:20][C:21](=[O:27])[O:22][C:23]([CH3:26])([CH3:25])[CH3:24])[CH2:11][O:10][CH2:9]1)[C:2]1[CH:7]=[CH:6][CH:5]=[CH:4][CH:3]=1.[C:28]([O:32][CH2:33][C:34]1[CH:39]=[CH:38][CH:37]=[CH:36][CH:35]=1)(=[O:31])[C:29]#[CH:30].Cl, predict the reaction product. The product is: [CH2:1]([C@H:8]1[CH2:9][O:10][CH2:11][C@H:12]([NH:20][C:21]([O:22][C:23]([CH3:26])([CH3:25])[CH3:24])=[O:27])[C:13](=[O:19])[O:14][C@@H:15]([CH3:18])[C@@H:16]1[O:17]/[CH:30]=[CH:29]/[C:28]([O:32][CH2:33][C:34]1[CH:39]=[CH:38][CH:37]=[CH:36][CH:35]=1)=[O:31])[C:2]1[CH:3]=[CH:4][CH:5]=[CH:6][CH:7]=1.